Task: Predict which catalyst facilitates the given reaction.. Dataset: Catalyst prediction with 721,799 reactions and 888 catalyst types from USPTO (1) Reactant: Cl.[Cl:2][C:3]1[CH:4]=[CH:5][C:6]2[S:10][C:9]([C:11]3[CH:16]=[CH:15][CH:14]=[CH:13][CH:12]=3)=[C:8]([CH2:17][CH2:18][NH2:19])[C:7]=2[CH:20]=1.C(=O)([O-])[O-].[K+].[K+].[C:27](Cl)(=[O:29])[CH3:28]. Product: [Cl:2][C:3]1[CH:4]=[CH:5][C:6]2[S:10][C:9]([C:11]3[CH:16]=[CH:15][CH:14]=[CH:13][CH:12]=3)=[C:8]([CH2:17][CH2:18][NH:19][C:27](=[O:29])[CH3:28])[C:7]=2[CH:20]=1. The catalyst class is: 229. (2) Reactant: [CH3:1][O:2][C:3]1[C:4]([CH3:31])=[C:5]([C:22]([O:29][CH3:30])=[C:23]([O:27][CH3:28])[C:24]=1[O:25][CH3:26])[CH2:6][C:7]1[CH:8]=[CH:9][C:10]([OH:21])=[C:11]([CH:20]=1)[C:12]([N:14]1[CH2:19][CH2:18][CH2:17][CH2:16][CH2:15]1)=[O:13].C(=O)([O-])[O-].[Na+].[Na+].Br[CH2:39][C:40]([O:42][CH3:43])=[O:41]. Product: [CH3:1][O:2][C:3]1[C:4]([CH3:31])=[C:5]([C:22]([O:29][CH3:30])=[C:23]([O:27][CH3:28])[C:24]=1[O:25][CH3:26])[CH2:6][C:7]1[CH:8]=[CH:9][C:10]([O:21][CH2:39][C:40]([O:42][CH3:43])=[O:41])=[C:11]([CH:20]=1)[C:12]([N:14]1[CH2:15][CH2:16][CH2:17][CH2:18][CH2:19]1)=[O:13]. The catalyst class is: 21. (3) Reactant: [OH:1][CH2:2][CH:3]1[CH2:8][CH2:7][NH:6][CH2:5][CH2:4]1.C(=O)([O-])[O-].[K+].[K+].Cl[C:16]([O:18][CH3:19])=[O:17].ClCCl. Product: [CH3:19][O:18][C:16]([N:6]1[CH2:7][CH2:8][CH:3]([CH2:2][OH:1])[CH2:4][CH2:5]1)=[O:17]. The catalyst class is: 6.